Dataset: Full USPTO retrosynthesis dataset with 1.9M reactions from patents (1976-2016). Task: Predict the reactants needed to synthesize the given product. The reactants are: Cl[C:2]1[N:7]=[CH:6][N:5]=[C:4]2[NH:8][N:9]=[CH:10][C:3]=12.[NH2:11][C:12]1[CH:13]=[C:14]([NH:19][C:20](=[O:31])[C:21]2[CH:26]=[CH:25][CH:24]=[C:23]([C:27]([F:30])([F:29])[F:28])[CH:22]=2)[CH:15]=[CH:16][C:17]=1[CH3:18]. Given the product [CH3:18][C:17]1[CH:16]=[CH:15][C:14]([NH:19][C:20](=[O:31])[C:21]2[CH:26]=[CH:25][CH:24]=[C:23]([C:27]([F:28])([F:29])[F:30])[CH:22]=2)=[CH:13][C:12]=1[NH:11][C:2]1[N:7]=[CH:6][N:5]=[C:4]2[NH:8][N:9]=[CH:10][C:3]=12, predict the reactants needed to synthesize it.